The task is: Predict the product of the given reaction.. This data is from Forward reaction prediction with 1.9M reactions from USPTO patents (1976-2016). Given the reactants FC(F)(F)C1C=C(NC(=O)NC2C=CC(C3SC(CCC(OC)=O)=NC=3)=CC=2)C=CC=1.[NH2:32][C:33]1[CH:38]=[CH:37][C:36]([C:39]2[S:43][C:42]([CH:44]3[CH2:49][CH2:48][N:47]([C:50]([O:52][C:53]([CH3:56])([CH3:55])[CH3:54])=[O:51])[CH2:46][CH2:45]3)=[N:41][CH:40]=2)=[CH:35][CH:34]=1.[F:57][C:58]1[CH:63]=[CH:62][CH:61]=[CH:60][C:59]=1[N:64]=[C:65]=[O:66], predict the reaction product. The product is: [F:57][C:58]1[CH:63]=[CH:62][CH:61]=[CH:60][C:59]=1[NH:64][C:65](=[O:66])[NH:32][C:33]1[CH:34]=[CH:35][C:36]([C:39]2[S:43][C:42]([CH:44]3[CH2:45][CH2:46][N:47]([C:50]([O:52][C:53]([CH3:56])([CH3:55])[CH3:54])=[O:51])[CH2:48][CH2:49]3)=[N:41][CH:40]=2)=[CH:37][CH:38]=1.